The task is: Predict the reactants needed to synthesize the given product.. This data is from Retrosynthesis with 50K atom-mapped reactions and 10 reaction types from USPTO. (1) The reactants are: O=C(Nc1ccc(F)cc1)c1ccc(Cl)nc1.O=C(O)CCS. Given the product O=C(O)CCSc1ccc(C(=O)Nc2ccc(F)cc2)cn1, predict the reactants needed to synthesize it. (2) Given the product CC(C)(CCC(C#N)(c1ccccc1)c1ccccc1)N1CC[C@H](OCc2cccc(-c3ccccc3O)c2)C1, predict the reactants needed to synthesize it. The reactants are: CC(C)(CCC(C#N)(c1ccccc1)c1ccccc1)N1CC[C@H](OCc2cccc(Br)c2)C1.OB(O)c1ccccc1O. (3) Given the product CCOC(=O)C(OCC)n1cccc(Nc2ccccc2)c1=O, predict the reactants needed to synthesize it. The reactants are: CCOC(=O)C(OCC)n1cccc(N)c1=O.OB(O)c1ccccc1. (4) Given the product O=C(CN1CCCC(c2ccccc2)(c2ccccc2)C1=O)NC1CCOc2ccc(F)cc21, predict the reactants needed to synthesize it. The reactants are: NC1CCOc2ccc(F)cc21.O=C(O)CN1CCCC(c2ccccc2)(c2ccccc2)C1=O.